The task is: Predict which catalyst facilitates the given reaction.. This data is from Catalyst prediction with 721,799 reactions and 888 catalyst types from USPTO. (1) Reactant: [Cl:1][C:2]1[CH:3]=[CH:4][C:5]2[N:6]([C:8](I)=[CH:9][N:10]=2)[N:7]=1.[CH:12](N(C(C)C)CC)([CH3:14])[CH3:13].C#CC.O. Product: [Cl:1][C:2]1[CH:3]=[CH:4][C:5]2[N:6]([C:8]([C:13]#[C:12][CH3:14])=[CH:9][N:10]=2)[N:7]=1. The catalyst class is: 538. (2) Reactant: [NH:1]1[C:5]2[CH:6]=[CH:7][CH:8]=[CH:9][C:4]=2[N:3]=[C:2]1[C:10]([N:12]1[CH2:15][CH:14]([O:16][C:17]2[C:22]([C:23]3[CH2:28][CH2:27][CH:26]([O:29][Si](C(C)(C)C)(C)C)[CH2:25][CH:24]=3)=[N:21][CH:20]=[CH:19][N:18]=2)[CH2:13]1)=[O:11].CCCC[N+](CCCC)(CCCC)CCCC.[F-]. Product: [NH:1]1[C:5]2[CH:6]=[CH:7][CH:8]=[CH:9][C:4]=2[N:3]=[C:2]1[C:10]([N:12]1[CH2:13][CH:14]([O:16][C:17]2[C:22]([C:23]3[CH2:28][CH2:27][CH:26]([OH:29])[CH2:25][CH:24]=3)=[N:21][CH:20]=[CH:19][N:18]=2)[CH2:15]1)=[O:11]. The catalyst class is: 1. (3) Reactant: [F:1][C:2]1[C:7]([O:8][CH:9]([CH3:11])[CH3:10])=[CH:6][CH:5]=[C:4]([F:12])[C:3]=1B(O)O.C(O)(=[O:18])C.OO. Product: [F:1][C:2]1[C:7]([O:8][CH:9]([CH3:11])[CH3:10])=[CH:6][CH:5]=[C:4]([F:12])[C:3]=1[OH:18]. The catalyst class is: 7. (4) Product: [C:27]1([N:24]2[CH2:25][CH2:26][N:21]([CH2:20][CH2:19][CH:18]([C:12]3[CH:17]=[CH:16][CH:15]=[CH:14][CH:13]=3)[O:9][C:6]3[CH:5]=[CH:4][C:3]([C:2]([F:10])([F:11])[F:1])=[CH:8][CH:7]=3)[CH2:22][CH2:23]2)[CH:32]=[CH:31][CH:30]=[CH:29][CH:28]=1. Reactant: [F:1][C:2]([F:11])([F:10])[C:3]1[CH:8]=[CH:7][C:6]([OH:9])=[CH:5][CH:4]=1.[C:12]1([CH:18](O)[CH2:19][CH2:20][N:21]2[CH2:26][CH2:25][N:24]([C:27]3[CH:32]=[CH:31][CH:30]=[CH:29][CH:28]=3)[CH2:23][CH2:22]2)[CH:17]=[CH:16][CH:15]=[CH:14][CH:13]=1.C1(P(C2C=CC=CC=2)C2C=CC=CC=2)C=CC=CC=1.N(C(OC(C)C)=O)=NC(OC(C)C)=O.CC(OC(/N=N/C(OC(C)C)=O)=O)C. The catalyst class is: 1.